From a dataset of Forward reaction prediction with 1.9M reactions from USPTO patents (1976-2016). Predict the product of the given reaction. (1) Given the reactants [CH3:1][C:2]1[C:10]2[C:6](=[CH:7][N:8]([CH2:11][O:12][CH2:13][CH2:14][Si:15]([CH3:18])([CH3:17])[CH3:16])[N:9]=2)[CH:5]=[C:4]([CH2:19][C@@H:20]([O:24][C:25]([N:27]2[CH2:32][CH2:31][CH:30]([C:33]3[C:34](=[O:43])[NH:35][C:36]4[C:41]([CH:42]=3)=[CH:40][CH:39]=[CH:38][CH:37]=4)[CH2:29][CH2:28]2)=[O:26])[C:21](O)=[O:22])[CH:3]=1.[NH2:44][C:45](=[N:51]O)[C:46]([O:48][CH2:49][CH3:50])=[O:47].Cl.CN(C)CCCN=C=NCC, predict the reaction product. The product is: [O:43]=[C:34]1[C:33]([CH:30]2[CH2:29][CH2:28][N:27]([C:25]([O:24][C@@H:20]([C:21]3[O:22][N:51]=[C:45]([C:46]([O:48][CH2:49][CH3:50])=[O:47])[N:44]=3)[CH2:19][C:4]3[CH:3]=[C:2]([CH3:1])[C:10]4[C:6](=[CH:7][N:8]([CH2:11][O:12][CH2:13][CH2:14][Si:15]([CH3:16])([CH3:17])[CH3:18])[N:9]=4)[CH:5]=3)=[O:26])[CH2:32][CH2:31]2)=[CH:42][C:41]2[C:36](=[CH:37][CH:38]=[CH:39][CH:40]=2)[NH:35]1. (2) Given the reactants C([O:4][C@@H:5]1[C@@H:13]([C@@:14]2([CH3:47])[CH2:19][CH2:18][C@H:17]([O:20][Si:21]([C:34]([CH3:37])([CH3:36])[CH3:35])([C:28]3[CH:33]=[CH:32][CH:31]=[CH:30][CH:29]=3)[C:22]3[CH:27]=[CH:26][CH:25]=[CH:24][CH:23]=3)[CH2:16][C@@H:15]2[CH2:38][CH2:39][O:40][C:41]2[N:46]=[CH:45][CH:44]=[CH:43][N:42]=2)[CH2:12][CH2:11][C@@:10]2([CH3:48])[C@H:6]1[CH2:7][CH2:8][C:9]2=[CH2:49])(=O)C.[H-].[H-].[H-].[H-].[Li+].[Al+3], predict the reaction product. The product is: [Si:21]([O:20][C@H:17]1[CH2:18][CH2:19][C@@:14]([C@H:13]2[CH2:12][CH2:11][C@@:10]3([CH3:48])[C@@H:6]([CH2:7][CH2:8][C:9]3=[CH2:49])[C@@H:5]2[OH:4])([CH3:47])[C@@H:15]([CH2:38][CH2:39][O:40][C:41]2[N:42]=[CH:43][CH:44]=[CH:45][N:46]=2)[CH2:16]1)([C:34]([CH3:36])([CH3:37])[CH3:35])([C:28]1[CH:33]=[CH:32][CH:31]=[CH:30][CH:29]=1)[C:22]1[CH:27]=[CH:26][CH:25]=[CH:24][CH:23]=1. (3) Given the reactants [N:1]1([C:7]2[N:12]=[CH:11][NH:10][C:9](=[O:13])[CH:8]=2)[CH2:6][CH2:5][NH:4][CH2:3][CH2:2]1.[F:14][C:15]1[CH:16]=[CH:17][C:18]([OH:23])=[C:19]([CH:22]=1)[CH:20]=O, predict the reaction product. The product is: [F:14][C:15]1[CH:16]=[CH:17][C:18]([OH:23])=[C:19]([CH:22]=1)[CH2:20][N:4]1[CH2:5][CH2:6][N:1]([C:7]2[N:12]=[CH:11][NH:10][C:9](=[O:13])[CH:8]=2)[CH2:2][CH2:3]1. (4) Given the reactants [Br:1][C:2]1[CH:7]=[C:6]([Cl:8])[C:5]([S:9](Cl)(=[O:11])=[O:10])=[C:4]([Cl:13])[CH:3]=1.[NH2:14][C:15]1[CH:16]=[N:17][N:18]([CH3:20])[CH:19]=1, predict the reaction product. The product is: [Br:1][C:2]1[CH:7]=[C:6]([Cl:8])[C:5]([S:9]([NH:14][C:15]2[CH:16]=[N:17][N:18]([CH3:20])[CH:19]=2)(=[O:11])=[O:10])=[C:4]([Cl:13])[CH:3]=1. (5) The product is: [OH:1][C@@:2]1([CH3:20])[C:7](=[N:8][C@H:9]([C:10]([O:12][C:13]([CH3:14])([CH3:16])[CH3:15])=[O:11])[CH:42]([CH3:43])[CH2:41][C:40]([O:45][CH2:46][CH3:47])=[O:44])[CH2:6][C@H:5]2[CH2:17][C@@H:3]1[C:4]2([CH3:19])[CH3:18]. Given the reactants [OH:1][C@@:2]1([CH3:20])[C:7](=[N:8][CH2:9][C:10]([O:12][C:13]([CH3:16])([CH3:15])[CH3:14])=[O:11])[CH2:6][C@H:5]2[CH2:17][C@@H:3]1[C:4]2([CH3:19])[CH3:18].C[Mg]Br.C(OCC)C.N12CCCN=C1CCCCC2.[C:40]([O:45][CH2:46][CH3:47])(=[O:44])/[CH:41]=[CH:42]/[CH3:43], predict the reaction product. (6) Given the reactants [Br:1][C:2]1[CH:20]=[CH:19][C:5]2[C:6]3[N:7]([CH:11]=[C:12]([C:14]([NH:16][CH:17]=O)=O)[N:13]=3)[CH2:8][CH2:9][O:10][C:4]=2[CH:3]=1.Cl.[Cl:22][C:23]1[CH:28]=[CH:27][CH:26]=[CH:25][C:24]=1[NH:29][NH2:30], predict the reaction product. The product is: [Br:1][C:2]1[CH:20]=[CH:19][C:5]2[C:6]3[N:7]([CH:11]=[C:12]([C:14]4[N:29]([C:24]5[CH:25]=[CH:26][CH:27]=[CH:28][C:23]=5[Cl:22])[N:30]=[CH:17][N:16]=4)[N:13]=3)[CH2:8][CH2:9][O:10][C:4]=2[CH:3]=1. (7) The product is: [CH3:8][C:6]1[NH:7][C:2]2=[N:3][CH:4]=[CH:5][C:15]2=[C:14]([OH:13])[N:18]=1. Given the reactants N[C:2]1[NH:3][C:4](=O)[C:5]2CC(C)[CH2:8][C:6]=2[N:7]=1.[O-:13][CH2:14][CH3:15].[Na+].C(C(CC(OCC)OCC)C(OCC)=O)#[N:18], predict the reaction product. (8) Given the reactants [CH:1]([C:3]1[CH:4]=[CH:5][C:6]([NH:9][C:10](=[O:15])[C:11]([CH3:14])([CH3:13])[CH3:12])=[N:7][CH:8]=1)=[O:2].[BH4-].[Na+], predict the reaction product. The product is: [OH:2][CH2:1][C:3]1[CH:4]=[CH:5][C:6]([NH:9][C:10](=[O:15])[C:11]([CH3:13])([CH3:12])[CH3:14])=[N:7][CH:8]=1.